Dataset: Full USPTO retrosynthesis dataset with 1.9M reactions from patents (1976-2016). Task: Predict the reactants needed to synthesize the given product. (1) The reactants are: [NH2:1][C:2]1[CH:10]=[C:9]([O:11][CH3:12])[CH:8]=[C:7]([O:13][CH3:14])[C:3]=1[C:4]([NH2:6])=[O:5].[OH:15][CH2:16][CH2:17][C:18]1[CH:19]=[C:20]([CH:23]=[CH:24][C:25]=1[O:26][CH2:27][O:28][CH3:29])[CH:21]=O.S([O-])(O)=O.[Na+].C1(C)C=CC(S(O)(=O)=O)=CC=1. Given the product [OH:15][CH2:16][CH2:17][C:18]1[CH:19]=[C:20]([C:21]2[NH:6][C:4](=[O:5])[C:3]3[C:2](=[CH:10][C:9]([O:11][CH3:12])=[CH:8][C:7]=3[O:13][CH3:14])[N:1]=2)[CH:23]=[CH:24][C:25]=1[O:26][CH2:27][O:28][CH3:29], predict the reactants needed to synthesize it. (2) Given the product [OH:10][C:1]1[C:2]2[C:3](=[CH:5][CH:6]=[CH:7][CH:8]=2)[NH:4][C:12](=[O:19])[C:13]=1[C:14]([O:16][CH2:17][CH3:18])=[O:15], predict the reactants needed to synthesize it. The reactants are: [C:1]([O:10]C)(=O)[C:2]1[C:3](=[CH:5][CH:6]=[CH:7][CH:8]=1)[NH2:4].[C:12](OCC)(=[O:19])[CH2:13][C:14]([O:16][CH2:17][CH3:18])=[O:15].[O-]CC.[Na+]. (3) Given the product [C:1]([O:4][CH2:5][CH:5]([CH2:5][O:4][C:1](=[O:3])[CH3:2])[O:4][C:1](=[O:3])[CH3:2])(=[O:3])[CH3:2], predict the reactants needed to synthesize it. The reactants are: [C:1]([O:4][CH3:5])(=[O:3])[CH3:2].